From a dataset of Catalyst prediction with 721,799 reactions and 888 catalyst types from USPTO. Predict which catalyst facilitates the given reaction. (1) Reactant: C(O[CH2:5][O:6][CH:7]([CH2:17][O:18][CH2:19][C:20]1[CH:25]=[CH:24][CH:23]=[CH:22][CH:21]=1)[CH2:8][O:9][CH2:10][C:11]1[CH:16]=[CH:15][CH:14]=[CH:13][CH:12]=1)(=O)C.[I:26][C:27]1[C:28](=[O:34])[NH:29][C:30](=[O:33])[NH:31][CH:32]=1.Cl[Sn](Cl)(Cl)Cl.C([O-])(O)=O.[Na+]. Product: [CH2:19]([O:18][CH2:17][CH:7]([O:6][CH2:5][N:31]1[CH:32]=[C:27]([I:26])[C:28](=[O:34])[NH:29][C:30]1=[O:33])[CH2:8][O:9][CH2:10][C:11]1[CH:12]=[CH:13][CH:14]=[CH:15][CH:16]=1)[C:20]1[CH:21]=[CH:22][CH:23]=[CH:24][CH:25]=1. The catalyst class is: 366. (2) Reactant: Cl.[Cl:2][C:3]1[CH:4]=[C:5]([C@@H:9]([OH:35])[CH2:10][NH:11][CH2:12][CH2:13][C:14]2[CH:19]=[CH:18][C:17]([S:20]([C:23]3[CH:33]=[CH:32][C:26]([C:27]([O:29]CC)=[O:28])=[C:25]([F:34])[CH:24]=3)(=[O:22])=[O:21])=[CH:16][CH:15]=2)[CH:6]=[CH:7][CH:8]=1.[OH-].[Na+].Cl.O. Product: [ClH:2].[Cl:2][C:3]1[CH:4]=[C:5]([C@@H:9]([OH:35])[CH2:10][NH:11][CH2:12][CH2:13][C:14]2[CH:15]=[CH:16][C:17]([S:20]([C:23]3[CH:33]=[CH:32][C:26]([C:27]([OH:29])=[O:28])=[C:25]([F:34])[CH:24]=3)(=[O:21])=[O:22])=[CH:18][CH:19]=2)[CH:6]=[CH:7][CH:8]=1. The catalyst class is: 8.